Dataset: Full USPTO retrosynthesis dataset with 1.9M reactions from patents (1976-2016). Task: Predict the reactants needed to synthesize the given product. (1) Given the product [Cl:62][C:13]1[CH:14]=[C:15]([S:18]([NH:21][C:22](=[O:61])[C:23]2[CH:28]=[CH:27][C:26]([N:29]3[CH2:30][CH2:31][N:32]([CH2:35][C:36]4[CH2:41][CH2:40][C:39]([CH3:43])([CH3:42])[CH2:38][C:37]=4[C:44]4[CH:45]=[CH:46][C:47]([Cl:50])=[CH:48][CH:49]=4)[CH2:33][CH2:34]3)=[CH:25][C:24]=2[O:51][C:52]2[CH:60]=[CH:59][CH:58]=[C:57]3[C:53]=2[CH:54]=[N:55][NH:56]3)(=[O:20])=[O:19])[CH:16]=[N:17][C:12]=1[O:11][CH2:10][C@H:7]1[CH2:8][CH2:9][C@H:4]([C:1]#[N:2])[CH2:5][CH2:6]1, predict the reactants needed to synthesize it. The reactants are: [C:1]([C@H:4]1[CH2:9][CH2:8][C@H:7]([CH2:10][O:11][C:12]2[N:17]=[CH:16][C:15]([S:18]([NH:21][C:22](=[O:61])[C:23]3[CH:28]=[CH:27][C:26]([N:29]4[CH2:34][CH2:33][N:32]([CH2:35][C:36]5[CH2:41][CH2:40][C:39]([CH3:43])([CH3:42])[CH2:38][C:37]=5[C:44]5[CH:49]=[CH:48][C:47]([Cl:50])=[CH:46][CH:45]=5)[CH2:31][CH2:30]4)=[CH:25][C:24]=3[O:51][C:52]3[CH:60]=[CH:59][CH:58]=[C:57]4[C:53]=3[CH:54]=[N:55][NH:56]4)(=[O:20])=[O:19])=[CH:14][C:13]=2[Cl:62])[CH2:6][CH2:5]1)(=O)[NH2:2]. (2) The reactants are: C([O:8][C:9]([C:11]1[S:22][C:14]2[N:15]([CH3:21])[C:16](=[O:20])[NH:17][C:18](=[O:19])[C:13]=2[CH:12]=1)=[O:10])C1C=CC=CC=1.Br.C(O)(=O)C. Given the product [CH3:21][N:15]1[C:14]2[S:22][C:11]([C:9]([OH:10])=[O:8])=[CH:12][C:13]=2[C:18](=[O:19])[NH:17][C:16]1=[O:20], predict the reactants needed to synthesize it. (3) The reactants are: [CH3:1][O:2][C:3]1[CH:8]=[C:7](/[CH:9]=[CH:10]/[C:11]2[CH:16]=[CH:15][CH:14]=[CH:13][N:12]=2)[CH:6]=[CH:5][N:4]=1. Given the product [CH3:1][O:2][C:3]1[CH:8]=[C:7]([CH2:9][CH2:10][C:11]2[CH:16]=[CH:15][CH:14]=[CH:13][N:12]=2)[CH:6]=[CH:5][N:4]=1, predict the reactants needed to synthesize it. (4) Given the product [CH3:15][CH:14]([CH2:9][C:10]#[C:11][CH3:12])[C:13]([OH:17])=[O:16], predict the reactants needed to synthesize it. The reactants are: C(NC(C)C)(C)C.[Li][CH2:9][CH2:10][CH2:11][CH3:12].[C:13]([OH:17])(=[O:16])[CH2:14][CH3:15].BrCC#CC.Cl. (5) Given the product [O:38]1[CH2:35][CH:36]([N:1]([CH2:2][C@H:3]2[CH2:8][N:7]([S:9]([C:12]3[S:13][CH:14]=[CH:15][CH:16]=3)(=[O:10])=[O:11])[CH2:6][CH2:5][N:4]2[C:17]2[CH:18]=[CH:19][C:20]([C:23]([OH:29])([CH3:28])[C:24]([F:26])([F:27])[F:25])=[CH:21][CH:22]=2)[CH:32]2[CH2:31][O:30][CH2:33]2)[CH2:39]1, predict the reactants needed to synthesize it. The reactants are: [NH2:1][CH2:2][C@H:3]1[CH2:8][N:7]([S:9]([C:12]2[S:13][CH:14]=[CH:15][CH:16]=2)(=[O:11])=[O:10])[CH2:6][CH2:5][N:4]1[C:17]1[CH:22]=[CH:21][C:20]([C:23]([OH:29])([CH3:28])[C:24]([F:27])([F:26])[F:25])=[CH:19][CH:18]=1.[O:30]1[CH2:33][C:32](=O)[CH2:31]1.[C:35]([OH:38])(=O)[CH3:36].[C:39](O[BH-](OC(=O)C)OC(=O)C)(=O)C.[Na+]. (6) Given the product [OH:30][C@H:27]1[CH2:28][CH2:29][C@H:24]([NH:23][C:12]2[N:11]=[C:10]([NH:9][C:7]3[S:8][C:4]4[CH:3]=[C:2]([C:41]5[CH:42]=[C:43]([C:47]#[N:48])[CH:44]=[N:45][CH:46]=5)[CH:32]=[CH:31][C:5]=4[N:6]=3)[CH:15]=[C:14]([CH2:16][N:17]3[CH2:18][CH2:19][CH2:20][CH2:21][CH2:22]3)[N:13]=2)[CH2:25][CH2:26]1, predict the reactants needed to synthesize it. The reactants are: Br[C:2]1[CH:32]=[CH:31][C:5]2[N:6]=[C:7]([NH:9][C:10]3[CH:15]=[C:14]([CH2:16][N:17]4[CH2:22][CH2:21][CH2:20][CH2:19][CH2:18]4)[N:13]=[C:12]([NH:23][C@H:24]4[CH2:29][CH2:28][C@H:27]([OH:30])[CH2:26][CH2:25]4)[N:11]=3)[S:8][C:4]=2[CH:3]=1.CC1(C)C(C)(C)OB([C:41]2[CH:42]=[C:43]([C:47]#[N:48])[CH:44]=[N:45][CH:46]=2)O1.P([O-])([O-])([O-])=O.[K+].[K+].[K+].